Dataset: Peptide-MHC class II binding affinity with 134,281 pairs from IEDB. Task: Regression. Given a peptide amino acid sequence and an MHC pseudo amino acid sequence, predict their binding affinity value. This is MHC class II binding data. (1) The peptide sequence is GSRAIWYMWLGARYLHHHHHH. The MHC is DRB5_0101 with pseudo-sequence DRB5_0101. The binding affinity (normalized) is 0.664. (2) The peptide sequence is TDAATLAQEAGNFER. The MHC is DRB4_0101 with pseudo-sequence DRB4_0103. The binding affinity (normalized) is 0.0991.